Dataset: Forward reaction prediction with 1.9M reactions from USPTO patents (1976-2016). Task: Predict the product of the given reaction. Given the reactants [C:1]([OH:5])(=O)[CH2:2][OH:3].CN(C(ON1N=NC2C=CC=NC1=2)=[N+](C)C)C.F[P-](F)(F)(F)(F)F.[Cl:30][C:31]1[CH:57]=[CH:56][C:34]2[N:35]3[C:39]([CH2:40][NH:41][CH2:42][C:33]=2[CH:32]=1)=[N:38][N:37]=[C:36]3[C@H:43]1[CH2:48][CH2:47][C@H:46]([C:49]2[C:54]([F:55])=[CH:53][CH:52]=[CH:51][N:50]=2)[CH2:45][CH2:44]1.C(N(C(C)C)C(C)C)C, predict the reaction product. The product is: [Cl:30][C:31]1[CH:57]=[CH:56][C:34]2[N:35]3[C:39]([CH2:40][N:41]([C:1](=[O:5])[CH2:2][OH:3])[CH2:42][C:33]=2[CH:32]=1)=[N:38][N:37]=[C:36]3[C@H:43]1[CH2:48][CH2:47][C@H:46]([C:49]2[C:54]([F:55])=[CH:53][CH:52]=[CH:51][N:50]=2)[CH2:45][CH2:44]1.